Predict the reactants needed to synthesize the given product. From a dataset of Full USPTO retrosynthesis dataset with 1.9M reactions from patents (1976-2016). The reactants are: Cl[C:2]1[N:3]=[C:4]([NH:21][C:22]2[CH:30]=[CH:29][C:28]([F:31])=[CH:27][C:23]=2[C:24](N)=[O:25])[C:5]2[CH:10]=[CH:9][N:8]([S:11]([C:14]3[CH:19]=[CH:18][C:17]([CH3:20])=[CH:16][CH:15]=3)(=[O:13])=[O:12])[C:6]=2[N:7]=1.[CH3:32][CH:33]([N:35]1[CH2:40][CH2:39][N:38]([C:41]2[CH:47]=[CH:46][C:44]([NH2:45])=[C:43]([O:48][CH3:49])[CH:42]=2)[CH2:37][CH2:36]1)[CH3:34].[I-].[K+].Cl.C(=O)(O)[O-].[Na+]. Given the product [F:31][C:28]1[CH:27]=[C:23]2[C:22](=[CH:30][CH:29]=1)[N:21]=[C:4]1[C:5]3[CH:10]=[CH:9][N:8]([S:11]([C:14]4[CH:19]=[CH:18][C:17]([CH3:20])=[CH:16][CH:15]=4)(=[O:12])=[O:13])[C:6]=3[N:7]=[C:2]([NH:45][C:44]3[CH:46]=[CH:47][C:41]([N:38]4[CH2:39][CH2:40][N:35]([CH:33]([CH3:32])[CH3:34])[CH2:36][CH2:37]4)=[CH:42][C:43]=3[O:48][CH3:49])[N:3]1[C:24]2=[O:25], predict the reactants needed to synthesize it.